Dataset: Forward reaction prediction with 1.9M reactions from USPTO patents (1976-2016). Task: Predict the product of the given reaction. (1) Given the reactants [Si]([O:8][CH2:9][C@@H:10]1[C@H:14]2[O:15][C:16]([CH3:19])([CH3:18])[O:17][C@H:13]2[C@H:12]([N:20]([CH3:28])[C:21]2[CH:26]=[C:25]([Cl:27])[N:24]=[CH:23][N:22]=2)[CH2:11]1)(C(C)(C)C)(C)C.[F-].C([N+](CCCC)(CCCC)CCCC)CCC, predict the reaction product. The product is: [Cl:27][C:25]1[N:24]=[CH:23][N:22]=[C:21]([N:20]([CH3:28])[C@H:12]2[C@@H:13]3[O:17][C:16]([CH3:18])([CH3:19])[O:15][C@@H:14]3[C@@H:10]([CH2:9][OH:8])[CH2:11]2)[CH:26]=1. (2) Given the reactants [C:1]([O:11]C)(=O)[CH2:2][CH2:3][CH2:4][CH2:5][C:6]([O:8][CH3:9])=[O:7].[Cl-].[Cl-].[Cl-].[Al+3].ClCCl, predict the reaction product. The product is: [CH3:9][O:8][C:6]([CH:5]1[CH2:4][CH2:3][CH2:2][C:1]1=[O:11])=[O:7]. (3) Given the reactants [CH:1]([C:4]1[N:8]=[C:7]([N:9]2[CH2:14][CH2:13][CH:12]([O:15][C:16]3[S:17][C:18]4[CH:24]=[C:23]([C:25]5[CH2:30][CH2:29][N:28](C(OC(C)(C)C)=O)[CH2:27][CH:26]=5)[CH:22]=[CH:21][C:19]=4[N:20]=3)[CH2:11][CH2:10]2)[O:6][N:5]=1)([CH3:3])[CH3:2].C(O)(C(F)(F)F)=O, predict the reaction product. The product is: [CH:1]([C:4]1[N:8]=[C:7]([N:9]2[CH2:14][CH2:13][CH:12]([O:15][C:16]3[S:17][C:18]4[CH:24]=[C:23]([C:25]5[CH2:30][CH2:29][NH:28][CH2:27][CH:26]=5)[CH:22]=[CH:21][C:19]=4[N:20]=3)[CH2:11][CH2:10]2)[O:6][N:5]=1)([CH3:3])[CH3:2]. (4) Given the reactants [CH:1]1[C:14]2[C:5](=[N:6][CH:7]=[C:8]3[C:13]=2[CH:12]=[CH:11][CH:10]=[CH:9]3)[CH:4]=[CH:3][CH:2]=1.[F:15][C:16]([F:31])([F:30])[C:17]1[CH:18]=[C:19]([CH:23]=[C:24]([C:26]([F:29])([F:28])[F:27])[CH:25]=1)[C:20](Cl)=[O:21].[NH:32]1[C:40]2[C:35](=[CH:36][CH:37]=[CH:38][CH:39]=2)[CH:34]=[CH:33]1, predict the reaction product. The product is: [F:15][C:16]([F:31])([F:30])[C:17]1[CH:18]=[C:19]([C:20]([N:6]2[CH:7]([C:34]3[C:35]4[C:40](=[CH:39][CH:38]=[CH:37][CH:36]=4)[NH:32][CH:33]=3)[C:8]3[C:13](=[CH:12][CH:11]=[CH:10][CH:9]=3)[C:14]3[CH:1]=[CH:2][CH:3]=[CH:4][C:5]2=3)=[O:21])[CH:23]=[C:24]([C:26]([F:29])([F:28])[F:27])[CH:25]=1.